Dataset: Catalyst prediction with 721,799 reactions and 888 catalyst types from USPTO. Task: Predict which catalyst facilitates the given reaction. (1) Reactant: CC1C=CC(S(O[CH2:12][CH2:13][CH2:14][CH2:15][C:16]2[C:24]3[C:19](=[CH:20][CH:21]=[C:22]([C:25]#[N:26])[CH:23]=3)[NH:18][CH:17]=2)(=O)=O)=CC=1.[N:27]1([C:33]2[N:38]=[C:37]([C:39]([NH2:41])=[O:40])[CH:36]=[CH:35][N:34]=2)[CH2:32][CH2:31][NH:30][CH2:29][CH2:28]1.C(=O)([O-])[O-].[K+].[K+].[I-].[K+]. Product: [C:25]([C:22]1[CH:23]=[C:24]2[C:19](=[CH:20][CH:21]=1)[NH:18][CH:17]=[C:16]2[CH2:15][CH2:14][CH2:13][CH2:12][N:30]1[CH2:31][CH2:32][N:27]([C:33]2[N:38]=[C:37]([C:39]([NH2:41])=[O:40])[CH:36]=[CH:35][N:34]=2)[CH2:28][CH2:29]1)#[N:26]. The catalyst class is: 10. (2) Reactant: [CH3:1][C:2]1[O:3][C:4]([C:8](=[O:10])[CH3:9])=[C:5]([CH3:7])[N:6]=1. Product: [CH3:9][C@H:8]([C:4]1[O:3][C:2]([CH3:1])=[N:6][C:5]=1[CH3:7])[OH:10]. The catalyst class is: 25. (3) Reactant: Cl[C:2]1[N:3]=[C:4]2[CH:9]=[C:8]([C:10]([NH:12][C:13]3[CH:18]=[CH:17][CH:16]=[CH:15][CH:14]=3)=[O:11])[CH:7]=[CH:6][N:5]2[C:19]=1[S:20]([N:23]1[CH2:28][CH2:27][C:26]([F:30])([F:29])[CH2:25][CH2:24]1)(=[O:22])=[O:21].[NH:31]1[CH:35]=[CH:34][CH:33]=[CH:32]1.CC(C)([O-])C.[K+].O. Product: [F:29][C:26]1([F:30])[CH2:27][CH2:28][N:23]([S:20]([C:19]2[N:5]3[CH:6]=[CH:7][C:8]([C:10]([NH:12][C:13]4[CH:18]=[CH:17][CH:16]=[CH:15][CH:14]=4)=[O:11])=[CH:9][C:4]3=[N:3][C:2]=2[N:31]2[CH:35]=[CH:34][CH:33]=[CH:32]2)(=[O:22])=[O:21])[CH2:24][CH2:25]1. The catalyst class is: 3.